This data is from Full USPTO retrosynthesis dataset with 1.9M reactions from patents (1976-2016). The task is: Predict the reactants needed to synthesize the given product. (1) Given the product [C:17]1([C:3]2[C:4]3[C:9](=[CH:8][C:7]([C:10]([OH:12])=[O:11])=[CH:6][CH:5]=3)[NH:1][CH:2]=2)[CH2:21][CH2:20][CH2:19][CH:18]=1, predict the reactants needed to synthesize it. The reactants are: [NH:1]1[C:9]2[C:4](=[CH:5][CH:6]=[C:7]([C:10]([OH:12])=[O:11])[CH:8]=2)[CH:3]=[CH:2]1.[OH-].[K+].CO.[C:17]1(=O)[CH2:21][CH2:20][CH2:19][CH2:18]1. (2) Given the product [C:24]([CH:6]1[CH2:9][C:8]2([CH2:14][CH2:13][N:12]([C:15]([O:17][C:18]([CH3:21])([CH3:20])[CH3:19])=[O:16])[CH2:11][CH2:10]2)[CH2:7]1)#[N:25], predict the reactants needed to synthesize it. The reactants are: CS(O[CH:6]1[CH2:9][C:8]2([CH2:14][CH2:13][N:12]([C:15]([O:17][C:18]([CH3:21])([CH3:20])[CH3:19])=[O:16])[CH2:11][CH2:10]2)[CH2:7]1)(=O)=O.[I-].[K+].[C-:24]#[N:25].[Na+].II. (3) Given the product [N:27]1[CH:28]=[CH:29][N:30]=[CH:31][C:26]=1[NH:25][CH2:20][C:19]1[CH:18]=[C:17]([C:15]2[CH:14]=[CH:13][N:12]=[C:11]([NH:10][CH2:9][CH2:8][C:5]3[CH:6]=[CH:7][C:2]([OH:1])=[CH:3][CH:4]=3)[N:16]=2)[CH:24]=[CH:23][CH:22]=1, predict the reactants needed to synthesize it. The reactants are: [OH:1][C:2]1[CH:7]=[CH:6][C:5]([CH2:8][CH2:9][NH:10][C:11]2[N:16]=[C:15]([C:17]3[CH:18]=[C:19]([CH:22]=[CH:23][CH:24]=3)[CH:20]=O)[CH:14]=[CH:13][N:12]=2)=[CH:4][CH:3]=1.[NH2:25][C:26]1[CH:31]=[N:30][CH:29]=[CH:28][N:27]=1. (4) Given the product [Cl:20][C:16]1[CH:15]=[C:14]([CH:13]2[CH2:31][C:30](=[O:32])[NH:29][CH:28]([C:26]3[CH:27]=[C:22]([F:21])[CH:23]=[CH:24][C:25]=3[CH3:37])[C:7]32[C:6]2[C:10](=[CH:11][C:3]([O:2][CH3:1])=[CH:4][CH:5]=2)[NH:9][C:8]3=[O:12])[CH:19]=[CH:18][CH:17]=1, predict the reactants needed to synthesize it. The reactants are: [CH3:1][O:2][C:3]1[CH:11]=[C:10]2[C:6](/[C:7](=[CH:13]/[C:14]3[CH:19]=[CH:18][CH:17]=[C:16]([Cl:20])[CH:15]=3)/[C:8](=[O:12])[NH:9]2)=[CH:5][CH:4]=1.[F:21][C:22]1[CH:23]=[CH:24][C:25]([CH3:37])=[C:26]([CH:28]=[N:29][C:30]([O:32][Si](C)(C)C)=[CH2:31])[CH:27]=1. (5) Given the product [N:9]1([C:16]([C:18]2[CH:22]=[C:21]([CH:23]3[CH2:24][CH2:25][O:26][CH2:27][CH2:28]3)[S:20][C:19]=2[Cl:1])=[O:17])[CH2:10][CH2:11][CH2:12][CH2:13][CH2:14][CH2:15]1, predict the reactants needed to synthesize it. The reactants are: [Cl:1]N1C(=O)CCC1=O.[N:9]1([C:16]([C:18]2[CH:22]=[C:21]([CH:23]3[CH2:28][CH2:27][O:26][CH2:25][CH2:24]3)[S:20][CH:19]=2)=[O:17])[CH2:15][CH2:14][CH2:13][CH2:12][CH2:11][CH2:10]1.